Task: Predict the reactants needed to synthesize the given product.. Dataset: Full USPTO retrosynthesis dataset with 1.9M reactions from patents (1976-2016) (1) Given the product [C@H:14]12[CH2:15][C@H:16]1[CH2:17][C@@H:11]([CH2:10][NH:9][C:6]1[CH:5]=[N:4][C:3]([C:2]([F:26])([F:25])[F:1])=[CH:8][N:7]=1)[NH:12][CH2:13]2, predict the reactants needed to synthesize it. The reactants are: [F:1][C:2]([F:26])([F:25])[C:3]1[N:4]=[CH:5][C:6]([NH:9][CH2:10][C@@H:11]2[CH2:17][C@H:16]3[C@H:14]([CH2:15]3)[CH2:13][N:12]2C(OC(C)(C)C)=O)=[N:7][CH:8]=1.C(Cl)Cl. (2) Given the product [CH2:7]([O:6][C:4]([C:3]1[C:9]([CH3:20])=[C:10]([C:11]2[CH:16]=[CH:15][C:14]([O:17][CH3:18])=[CH:13][CH:12]=2)[N:30]([C:24]2[CH:25]=[CH:26][C:27]([Cl:29])=[CH:28][C:23]=2[Cl:22])[N:31]=1)=[O:5])[CH3:8], predict the reactants needed to synthesize it. The reactants are: [Li].O=[C:3]([CH:9]([CH3:20])[C:10](=O)[C:11]1[CH:16]=[CH:15][C:14]([O:17][CH3:18])=[CH:13][CH:12]=1)[C:4]([O:6][CH2:7][CH3:8])=[O:5].Cl.[Cl:22][C:23]1[CH:28]=[C:27]([Cl:29])[CH:26]=[CH:25][C:24]=1[NH:30][NH2:31]. (3) Given the product [F:19][C:18]([F:21])([F:20])[C:16]([O-:22])=[O:17].[C:13]([C@H:10]1[CH2:11][CH2:12][NH2+:8][CH2:9]1)([OH:15])=[O:14], predict the reactants needed to synthesize it. The reactants are: C(OC([N:8]1[CH2:12][CH2:11][C@H:10]([C:13]([OH:15])=[O:14])[CH2:9]1)=O)(C)(C)C.[C:16]([OH:22])([C:18]([F:21])([F:20])[F:19])=[O:17].